Predict the reactants needed to synthesize the given product. From a dataset of Full USPTO retrosynthesis dataset with 1.9M reactions from patents (1976-2016). (1) Given the product [CH2:1]([NH:3][C:4]([NH:5][C:6]1[CH:7]=[CH:8][C:9]([C:12]2[N:13]=[C:14]([N:29]3[CH2:34][CH2:33][O:32][CH2:31][C@@H:30]3[CH3:35])[C:15]3[CH2:21][CH2:20][N:19]([CH3:22])[CH2:18][C:16]=3[N:17]=2)=[C:10]([CH3:38])[CH:11]=1)=[O:36])[CH3:2], predict the reactants needed to synthesize it. The reactants are: [CH2:1]([NH:3][C:4](=[O:36])[NH:5][C:6]1[CH:11]=[CH:10][C:9]([C:12]2[N:13]=[C:14]([N:29]3[CH2:34][CH2:33][O:32][CH2:31][C@@H:30]3[CH3:35])[C:15]3[CH2:21][CH2:20][N:19]([C:22](OC(C)(C)C)=O)[CH2:18][C:16]=3[N:17]=2)=[CH:8][CH:7]=1)[CH3:2].Cl[C:38]1N=C(N2CCOC[C@@H]2C)C2CCN(C)CC=2N=1.CC1C=C(C=CC=1B1OC(C)(C)C(C)(C)O1)N. (2) Given the product [Br:1][CH2:2][CH2:3][CH2:4][CH2:5][O:23][C:21](=[O:22])[CH2:20][C@H:19]([OH:24])[CH2:18][C@H:17]([OH:25])[CH2:16][CH2:15][N:14]1[C:10]([CH:8]([CH3:7])[CH3:9])=[C:11]([C:39]([NH:41][C:42]2[CH:43]=[CH:44][CH:45]=[CH:46][CH:47]=2)=[O:40])[C:12]([C:33]2[CH:34]=[CH:35][CH:36]=[CH:37][CH:38]=2)=[C:13]1[C:26]1[CH:27]=[CH:28][C:29]([F:32])=[CH:30][CH:31]=1, predict the reactants needed to synthesize it. The reactants are: [Br:1][CH2:2][CH2:3][CH2:4][CH2:5]Br.[CH3:7][CH:8]([C:10]1[N:14]([CH2:15][CH2:16][C@@H:17]([OH:25])[CH2:18][C@@H:19]([OH:24])[CH2:20][C:21]([O-:23])=[O:22])[C:13]([C:26]2[CH:27]=[CH:28][C:29]([F:32])=[CH:30][CH:31]=2)=[C:12]([C:33]2[CH:34]=[CH:35][CH:36]=[CH:37][CH:38]=2)[C:11]=1[C:39]([NH:41][C:42]1[CH:43]=[CH:44][CH:45]=[CH:46][CH:47]=1)=[O:40])[CH3:9].[CH3:9][CH:8]([C:10]1[N:14]([CH2:15][CH2:16][C@@H:17]([OH:25])[CH2:18][C@@H:19]([OH:24])[CH2:20][C:21]([O-:23])=[O:22])[C:13]([C:26]2[CH:31]=[CH:30][C:29]([F:32])=[CH:28][CH:27]=2)=[C:12]([C:33]2[CH:38]=[CH:37][CH:36]=[CH:35][CH:34]=2)[C:11]=1[C:39]([NH:41][C:42]1[CH:47]=[CH:46][CH:45]=[CH:44][CH:43]=1)=[O:40])[CH3:7].[Ca+2].O.S([O-])([O-])(=O)=O.[Na+].[Na+]. (3) Given the product [CH3:34][O:35][C:36](=[O:40])[CH2:37][NH:38][CH2:39][CH2:11][C:9]1[CH:8]=[CH:7][C:6]([NH:13][C:14]([C:16]2[C:17]([C:22]3[CH:27]=[CH:26][C:25]([C:28]([F:30])([F:31])[F:29])=[CH:24][CH:23]=3)=[CH:18][CH:19]=[CH:20][CH:21]=2)=[O:15])=[C:5]([C:3](=[O:4])[N:2]([CH3:1])[CH3:32])[CH:10]=1, predict the reactants needed to synthesize it. The reactants are: [CH3:1][N:2]([CH3:32])[C:3]([C:5]1[CH:10]=[C:9]([CH:11]=O)[CH:8]=[CH:7][C:6]=1[NH:13][C:14]([C:16]1[C:17]([C:22]2[CH:27]=[CH:26][C:25]([C:28]([F:31])([F:30])[F:29])=[CH:24][CH:23]=2)=[CH:18][CH:19]=[CH:20][CH:21]=1)=[O:15])=[O:4].Cl.[CH3:34][O:35][C:36](=[O:40])[CH2:37][NH:38][CH3:39].C(O[BH-](OC(=O)C)OC(=O)C)(=O)C.[Na+]. (4) Given the product [NH3:1].[CH3:22][OH:23].[ClH:38].[ClH:38].[F:19][C:15]1[CH:14]=[CH:13][C:12]2[CH:20]=[CH:21][C:22](=[O:23])[N:10]3[C:11]=2[C:16]=1[CH2:17][CH2:18][CH:9]3[CH2:8][N:5]1[CH2:6][CH2:7][CH:2]([NH:1][CH2:33][C:30]2[N:29]=[CH:28][C:27]3[O:26][CH2:25][S:24][C:32]=3[CH:31]=2)[CH2:3][CH2:4]1, predict the reactants needed to synthesize it. The reactants are: [NH2:1][CH:2]1[CH2:7][CH2:6][N:5]([CH2:8][CH:9]2[CH2:18][CH2:17][C:16]3[C:11]4=[C:12]([CH:20]=[CH:21][C:22](=[O:23])[N:10]24)[CH:13]=[CH:14][C:15]=3[F:19])[CH2:4][CH2:3]1.[S:24]1[C:32]2[CH:31]=[C:30]([CH:33]=O)[N:29]=[CH:28][C:27]=2[O:26][CH2:25]1.CO.C(Cl)(Cl)[Cl:38].